This data is from Full USPTO retrosynthesis dataset with 1.9M reactions from patents (1976-2016). The task is: Predict the reactants needed to synthesize the given product. (1) Given the product [C:24]([N:21]1[CH2:22][CH2:23][C@@H:19]([NH:18][S:15]([C:13]2[CH:14]=[C:9]([NH:8][C:1](=[O:6])[CH2:2][CH2:3][CH:4]=[CH2:5])[CH:10]=[CH:11][C:12]=2[O:31][CH3:32])(=[O:16])=[O:17])[CH2:20]1)#[N:35], predict the reactants needed to synthesize it. The reactants are: [C:1](Cl)(=[O:6])[CH2:2][CH2:3][CH:4]=[CH2:5].[NH2:8][C:9]1[CH:10]=[CH:11][C:12]([O:31][CH3:32])=[C:13]([S:15]([NH:18][C@@H:19]2[CH2:23][CH2:22][N:21]([C:24](OC(C)(C)C)=O)[CH2:20]2)(=[O:17])=[O:16])[CH:14]=1.CC[N:35](C(C)C)C(C)C.Cl.BrC#N.C(O)C(N)(CO)CO. (2) Given the product [Cl:35][C:34]1[CH:33]=[N+:32]([O-:36])[CH:31]=[C:30]([Cl:37])[C:29]=1[CH2:28][C@@H:27]([C:38]1[CH:43]=[CH:42][C:41]([O:44][CH:45]([F:46])[F:47])=[C:40]([O:48][CH2:49][CH:50]2[CH2:52][CH2:51]2)[CH:39]=1)[O:26][C:24](=[O:25])[C:23]1[CH:53]=[CH:54][C:55]([O:56][CH3:57])=[C:21]([NH:8][S:9]([CH2:12][CH2:13][N:14]2[CH2:15][CH2:16][N:17]([CH3:20])[CH2:18][CH2:19]2)(=[O:10])=[O:11])[CH:22]=1, predict the reactants needed to synthesize it. The reactants are: C(OC([N:8]([C:21]1[CH:22]=[C:23]([CH:53]=[CH:54][C:55]=1[O:56][CH3:57])[C:24]([O:26][C@H:27]([C:38]1[CH:43]=[CH:42][C:41]([O:44][CH:45]([F:47])[F:46])=[C:40]([O:48][CH2:49][CH:50]2[CH2:52][CH2:51]2)[CH:39]=1)[CH2:28][C:29]1[C:34]([Cl:35])=[CH:33][N+:32]([O-:36])=[CH:31][C:30]=1[Cl:37])=[O:25])[S:9]([CH2:12][CH2:13][N:14]1[CH2:19][CH2:18][N:17]([CH3:20])[CH2:16][CH2:15]1)(=[O:11])=[O:10])=O)(C)(C)C.O1CCOCC1. (3) Given the product [CH3:1][C@@:2]([S:14]([CH3:17])(=[O:15])=[O:16])([CH2:6][CH2:7][N:8]1[CH:12]=[C:11]([CH3:13])[CH:10]=[N:9]1)[C:3]([OH:5])=[O:4], predict the reactants needed to synthesize it. The reactants are: [CH3:1][C@@:2]([S:14]([CH3:17])(=[O:16])=[O:15])([CH2:6][CH2:7][N:8]1[CH:12]=[C:11]([CH3:13])[CH:10]=[N:9]1)[C:3]([O-:5])=[O:4].C1COCC1.CO.O.[Li+].[OH-].Cl.